This data is from Full USPTO retrosynthesis dataset with 1.9M reactions from patents (1976-2016). The task is: Predict the reactants needed to synthesize the given product. (1) The reactants are: [OH:1][CH:2]1[O:10][C@H:9]([CH2:11]O)[C@H:7]([OH:8])[C@H:5]([OH:6])[C@H:3]1[OH:4].C(O)[C@H]1O[C@H](O[C@]2(CO)O[C@H](CO)[C@@H](O)[C@@H]2O)[C@H](O)[C@@H](O)[C@@H]1O.C[C@]1(O)[C@@H]2C(=C(O)[C@]3(O)C(=O)C(C(N)=O)=C(O)[C@@H](N(C)C)[C@@H]3C2)C(=O)C2C(O)=CC=CC1=2.C1[C@H](N)[C@@H](O[C@H]2O[C@H](CN)[C@@H](O)[C@H](O)[C@H]2O)[C@H](O)[C@@H](O[C@H]2O[C@H](CO)[C@@H](O)[C@H](N)[C@H]2O)[C@@H]1N.COC1C=C(CC2C=NC(N)=NC=2N)C=C(OC)C=1OC.C(O)[C@H]1O[C@@H](O[C@H]2[C@H](O)[C@@](O)(CO)O[C@@H]2CO)[C@H](O)[C@@H](O)[C@H]1O.O. Given the product [O:1]=[CH:2][C@H:3]([C@@H:5]([C@@H:7]([C@H:9]([CH3:11])[OH:10])[OH:8])[OH:6])[OH:4], predict the reactants needed to synthesize it. (2) Given the product [Cl:1][C:2]1[C:3]([NH:17][C:18]2[N:28]=[C:27]3[C:21]([N:22]([CH3:35])[C:23](=[O:34])[CH2:24][CH2:25][N:26]3[CH:29]3[CH2:33][CH2:32][CH2:31][CH2:30]3)=[CH:20][N:19]=2)=[CH:4][C:5]([F:16])=[C:6]([CH:15]=1)[C:7]([NH:9][C@@H:10]1[CH2:14][CH2:13][N:12]([CH3:36])[CH2:11]1)=[O:8], predict the reactants needed to synthesize it. The reactants are: [Cl:1][C:2]1[C:3]([NH:17][C:18]2[N:28]=[C:27]3[C:21]([N:22]([CH3:35])[C:23](=[O:34])[CH2:24][CH2:25][N:26]3[CH:29]3[CH2:33][CH2:32][CH2:31][CH2:30]3)=[CH:20][N:19]=2)=[CH:4][C:5]([F:16])=[C:6]([CH:15]=1)[C:7]([NH:9][C@@H:10]1[CH2:14][CH2:13][NH:12][CH2:11]1)=[O:8].[C:36](O)(=O)C.C([O-])(=O)C.[Na+].C([BH3-])#N.[Na+]. (3) Given the product [N:27]1([S:33]([C:36]2[CH:37]=[C:38]([NH:42][C:12]([C:11]3[CH:10]=[N:9][N:8]4[C:3]([CH:2]([F:1])[F:26])=[CH:4][C:5]([C:15]5[CH:20]=[CH:19][C:18]([C:21]([F:22])([F:24])[F:23])=[C:17]([CH3:25])[CH:16]=5)=[N:6][C:7]=34)=[O:14])[CH:39]=[CH:40][CH:41]=2)(=[O:35])=[O:34])[CH2:28][CH2:29][O:30][CH2:31][CH2:32]1, predict the reactants needed to synthesize it. The reactants are: [F:1][CH:2]([F:26])[C:3]1[N:8]2[N:9]=[CH:10][C:11]([C:12]([OH:14])=O)=[C:7]2[N:6]=[C:5]([C:15]2[CH:20]=[CH:19][C:18]([C:21]([F:24])([F:23])[F:22])=[C:17]([CH3:25])[CH:16]=2)[CH:4]=1.[N:27]1([S:33]([C:36]2[CH:37]=[C:38]([NH2:42])[CH:39]=[CH:40][CH:41]=2)(=[O:35])=[O:34])[CH2:32][CH2:31][O:30][CH2:29][CH2:28]1. (4) Given the product [Cl:1][C:2]1[CH:3]=[C:4]([C:8]2[N:13]=[C:12]([CH2:14][C:15]3[CH:16]=[CH:17][C:18]([CH2:21][CH2:22][OH:23])=[CH:19][CH:20]=3)[CH:11]=[C:10]([CH2:26][CH3:27])[N:9]=2)[CH:5]=[CH:6][CH:7]=1, predict the reactants needed to synthesize it. The reactants are: [Cl:1][C:2]1[CH:3]=[C:4]([C:8]2[N:13]=[C:12]([CH2:14][C:15]3[CH:20]=[CH:19][C:18]([CH2:21][C:22](OC)=[O:23])=[CH:17][CH:16]=3)[CH:11]=[C:10]([CH2:26][CH3:27])[N:9]=2)[CH:5]=[CH:6][CH:7]=1.[H-].[H-].[H-].[H-].[Li+].[Al+3].